The task is: Predict the reaction yield, written as a fraction of the theoretical maximum amount of product (1.0 means a 100% yield; for example, 0.34 means a 34% yield).. This data is from Buchwald-Hartwig C-N cross coupling reaction yields with 55,370 reactions. (1) The reactants are FC(F)(F)c1ccc(Cl)cc1.Cc1ccc(N)cc1.O=S(=O)(O[Pd]1c2ccccc2-c2ccccc2N~1)C(F)(F)F.COc1ccc(OC)c(P(C(C)(C)C)C(C)(C)C)c1-c1c(C(C)C)cc(C(C)C)cc1C(C)C.CN1CCCN2CCCN=C12.c1ccc(-c2ccon2)cc1. No catalyst specified. The product is Cc1ccc(Nc2ccc(C(F)(F)F)cc2)cc1. The yield is 0.239. (2) The reactants are COc1ccc(I)cc1.Cc1ccc(N)cc1.O=S(=O)(O[Pd]1c2ccccc2-c2ccccc2N~1)C(F)(F)F.CC(C)c1cc(C(C)C)c(-c2ccccc2P(C(C)(C)C)C(C)(C)C)c(C(C)C)c1.CCN=P(N=P(N(C)C)(N(C)C)N(C)C)(N(C)C)N(C)C.CCOC(=O)c1cc(C)on1. No catalyst specified. The product is COc1ccc(Nc2ccc(C)cc2)cc1. The yield is 0.434.